This data is from Full USPTO retrosynthesis dataset with 1.9M reactions from patents (1976-2016). The task is: Predict the reactants needed to synthesize the given product. (1) The reactants are: [CH3:1][O:2][C:3]([C:5]1[CH:6]=[C:7]2[C:12](=[CH:13][CH:14]=1)[O:11][CH2:10][CH:9]([NH2:15])[CH2:8]2)=[O:4].Cl[C:17]1[N:22]=[CH:21][C:20]([C:23]2[CH:24]=[N:25][CH:26]=[CH:27][CH:28]=2)=[CH:19][N:18]=1.CCOC(C)=O. Given the product [CH3:1][O:2][C:3]([C:5]1[CH:6]=[C:7]2[C:12](=[CH:13][CH:14]=1)[O:11][CH2:10][CH:9]([NH:15][C:17]1[N:18]=[CH:19][C:20]([C:23]3[CH:24]=[N:25][CH:26]=[CH:27][CH:28]=3)=[CH:21][N:22]=1)[CH2:8]2)=[O:4], predict the reactants needed to synthesize it. (2) Given the product [CH3:13][N:14]([CH3:22])[C:15]1[CH:21]=[CH:20][C:18]([NH:19][C:2]2[C:11]3[C:6](=[CH:7][CH:8]=[CH:9][CH:10]=3)[N:5]=[C:4]([CH3:12])[N:3]=2)=[CH:17][CH:16]=1, predict the reactants needed to synthesize it. The reactants are: Cl[C:2]1[C:11]2[C:6](=[CH:7][CH:8]=[CH:9][CH:10]=2)[N:5]=[C:4]([CH3:12])[N:3]=1.[CH3:13][N:14]([CH3:22])[C:15]1[CH:21]=[CH:20][C:18]([NH2:19])=[CH:17][CH:16]=1.C([O-])(=O)C.[Na+]. (3) Given the product [C:65]([C:64]1[C:54]([N:51]2[CH2:50][CH2:49][CH:48]([S:45]([NH:44][C:4](=[O:6])[CH:3]([O:2][CH3:1])[C:7]3[CH:12]=[CH:11][CH:10]=[CH:9][CH:8]=3)(=[O:46])=[O:47])[CH2:53][CH2:52]2)=[N:55][C:56]([CH3:67])=[C:57]([CH:63]=1)[C:58]([O:60][CH2:61][CH3:62])=[O:59])#[N:66], predict the reactants needed to synthesize it. The reactants are: [CH3:1][O:2][CH:3]([C:7]1[CH:12]=[CH:11][CH:10]=[CH:9][CH:8]=1)[C:4]([OH:6])=O.CN(C(ON1N=NC2C=CC=CC1=2)=[N+](C)C)C.[B-](F)(F)(F)F.CCN(C(C)C)C(C)C.[NH2:44][S:45]([CH:48]1[CH2:53][CH2:52][N:51]([C:54]2[C:64]([C:65]#[N:66])=[CH:63][C:57]([C:58]([O:60][CH2:61][CH3:62])=[O:59])=[C:56]([CH3:67])[N:55]=2)[CH2:50][CH2:49]1)(=[O:47])=[O:46].C([O-])(O)=O.[Na+].